This data is from Peptide-MHC class I binding affinity with 185,985 pairs from IEDB/IMGT. The task is: Regression. Given a peptide amino acid sequence and an MHC pseudo amino acid sequence, predict their binding affinity value. This is MHC class I binding data. (1) The peptide sequence is QVPLRPMTYK. The MHC is HLA-A02:06 with pseudo-sequence HLA-A02:06. The binding affinity (normalized) is 0. (2) The peptide sequence is RLTARGLLNM. The MHC is Mamu-A2601 with pseudo-sequence Mamu-A2601. The binding affinity (normalized) is 0.0252. (3) The peptide sequence is YLGPTIRVW. The MHC is HLA-A11:01 with pseudo-sequence HLA-A11:01. The binding affinity (normalized) is 0.101. (4) The peptide sequence is VLNHYTPEY. The MHC is HLA-A02:19 with pseudo-sequence HLA-A02:19. The binding affinity (normalized) is 0.0847. (5) The peptide sequence is LVEITPIGL. The binding affinity (normalized) is 0. The MHC is Mamu-B01 with pseudo-sequence Mamu-B01. (6) The peptide sequence is SPRRRTPSPR. The MHC is Patr-A0401 with pseudo-sequence Patr-A0401. The binding affinity (normalized) is 0.396. (7) The peptide sequence is KLHCTERSL. The MHC is HLA-B18:01 with pseudo-sequence HLA-B18:01. The binding affinity (normalized) is 0.0847.